Dataset: Peptide-MHC class II binding affinity with 134,281 pairs from IEDB. Task: Regression. Given a peptide amino acid sequence and an MHC pseudo amino acid sequence, predict their binding affinity value. This is MHC class II binding data. The peptide sequence is SKKDKFVAANAGGTV. The MHC is HLA-DQA10501-DQB10201 with pseudo-sequence HLA-DQA10501-DQB10201. The binding affinity (normalized) is 0.198.